Dataset: Catalyst prediction with 721,799 reactions and 888 catalyst types from USPTO. Task: Predict which catalyst facilitates the given reaction. (1) Reactant: [CH2:1]([S:3][CH2:4][OH:5])[CH3:2].[Si:6](Cl)([C:9]([CH3:12])([CH3:11])[CH3:10])([CH3:8])[CH3:7].C(N(CC)CC)C. Product: [CH2:1]([S:3][CH2:4][O:5][Si:6]([C:9]([CH3:12])([CH3:11])[CH3:10])([CH3:8])[CH3:7])[CH3:2]. The catalyst class is: 154. (2) Reactant: [C:1]([O:5][C:6]([N:8]1[CH2:12][CH2:11][C:10]([C:14]2[CH:19]=[C:18]([F:20])[CH:17]=[C:16]([Cl:21])[CH:15]=2)([OH:13])[CH2:9]1)=[O:7])([CH3:4])([CH3:3])[CH3:2].[H-].[Na+].I[CH3:25]. Product: [Cl:21][C:16]1[CH:15]=[C:14]([C:10]2([O:13][CH3:25])[CH2:11][CH2:12][N:8]([C:6]([O:5][C:1]([CH3:4])([CH3:2])[CH3:3])=[O:7])[CH2:9]2)[CH:19]=[C:18]([F:20])[CH:17]=1. The catalyst class is: 7. (3) Reactant: [Cl:1][C:2]1[C:3](=[O:15])[N:4]([C:9]2[CH:14]=[CH:13][CH:12]=[CH:11][CH:10]=2)[N:5]=[CH:6][C:7]=1Cl.[OH-:16].[K+]. Product: [Cl:1][C:2]1[C:3](=[O:15])[N:4]([C:9]2[CH:14]=[CH:13][CH:12]=[CH:11][CH:10]=2)[N:5]=[CH:6][C:7]=1[OH:16]. The catalyst class is: 40. (4) Reactant: [N:1]([CH:4]1[CH2:13][CH2:12][CH2:11][C:10]2[CH:9]=[C:8]([O:14][S:15]([C:18]([F:21])([F:20])[F:19])(=[O:17])=[O:16])[CH:7]=[CH:6][C:5]1=2)=[N+]=[N-].C1C=CC(P(C2C=CC=CC=2)C2C=CC=CC=2)=CC=1.O.Cl. The catalyst class is: 1. Product: [NH2:1][C@@H:4]1[CH2:13][CH2:12][CH2:11][C:10]2[CH:9]=[C:8]([O:14][S:15]([C:18]([F:21])([F:19])[F:20])(=[O:17])=[O:16])[CH:7]=[CH:6][C:5]1=2. (5) Reactant: Cl[C:2]1[C:3]2[CH:10]=[CH:9][N:8]([CH2:11][CH2:12][O:13][CH2:14][CH2:15][O:16][CH3:17])[C:4]=2[N:5]=[CH:6][N:7]=1.[NH2:18][C:19]1[CH:20]=[C:21]([C:25]#[CH:26])[CH:22]=[CH:23][CH:24]=1. Product: [C:25]([C:21]1[CH:20]=[C:19]([NH:18][C:2]2[C:3]3[CH:10]=[CH:9][N:8]([CH2:11][CH2:12][O:13][CH2:14][CH2:15][O:16][CH3:17])[C:4]=3[N:5]=[CH:6][N:7]=2)[CH:24]=[CH:23][CH:22]=1)#[CH:26]. The catalyst class is: 5. (6) Reactant: O=[C:2]1[CH2:7][CH2:6][C:5]([NH:11][C:12]([C:14]2[C:23]([NH:24][C:25]([NH:27][C:28]3[C:33]([CH3:34])=[CH:32][C:31]([CH3:35])=[CH:30][C:29]=3[CH3:36])=[O:26])=[CH:22][C:21]3[C:16](=[CH:17][CH:18]=[CH:19][CH:20]=3)[CH:15]=2)=[O:13])([C:8]([OH:10])=[O:9])[CH2:4][CH2:3]1.C([BH3-])#N.[CH2:40]([NH2:47])[C:41]1[CH:46]=[CH:45][CH:44]=[CH:43][CH:42]=1.C1([C@H](NC(C2C=CC(S(C)(=O)=O)=CC=2NC(NC2C(C)=CC(C)=CC=2C)=O)=O)C(OC(C)(C)C)=O)CCCCC1. Product: [C:41]1([CH2:40][NH:47][CH:2]2[CH2:3][CH2:4][C:5]([NH:11][C:12]([C:14]3[C:23]([NH:24][C:25]([NH:27][C:28]4[C:33]([CH3:34])=[CH:32][C:31]([CH3:35])=[CH:30][C:29]=4[CH3:36])=[O:26])=[CH:22][C:21]4[C:16](=[CH:17][CH:18]=[CH:19][CH:20]=4)[CH:15]=3)=[O:13])([C:8]([OH:10])=[O:9])[CH2:6][CH2:7]2)[CH:46]=[CH:45][CH:44]=[CH:43][CH:42]=1. The catalyst class is: 5.